Predict which catalyst facilitates the given reaction. From a dataset of Catalyst prediction with 721,799 reactions and 888 catalyst types from USPTO. (1) Reactant: CS(O[C:6]([C:21]1[CH:26]=[C:25]([C:27]([F:30])([F:29])[F:28])[CH:24]=[C:23]([C:31]([F:34])([F:33])[F:32])[CH:22]=1)([C:11]1[CH:16]=[CH:15][C:14]([N+:17]([O-:19])=[O:18])=[C:13]([CH3:20])[CH:12]=1)[C:7]([F:10])([F:9])[F:8])(=O)=O.[H-].[Al+3].[Li+].[H-].[H-].[H-]. Product: [F:28][C:27]([F:29])([F:30])[C:25]1[CH:26]=[C:21]([CH:6]([C:11]2[CH:16]=[CH:15][C:14]([N+:17]([O-:19])=[O:18])=[C:13]([CH3:20])[CH:12]=2)[C:7]([F:8])([F:9])[F:10])[CH:22]=[C:23]([C:31]([F:32])([F:33])[F:34])[CH:24]=1. The catalyst class is: 305. (2) Reactant: [CH3:1][CH:2]([CH2:6][C:7]#[C:8][CH3:9])[C:3]([OH:5])=[O:4].CI.[C:12]([O-])([O-])=O.[K+].[K+]. Product: [CH3:1][CH:2]([CH2:6][C:7]#[C:8][CH3:9])[C:3]([O:5][CH3:12])=[O:4]. The catalyst class is: 21. (3) Product: [NH2:1][C:2]1[C:11]2[N:12]=[C:13]([CH2:20][OH:21])[N:14]([CH2:15][C:16]([CH3:17])([OH:18])[CH3:19])[C:10]=2[C:9]2[N:8]=[CH:7][C:6]([C:24]3[CH:29]=[CH:28][C:27]([F:30])=[C:26]([F:31])[CH:25]=3)=[CH:5][C:4]=2[N:3]=1. Reactant: [NH2:1][C:2]1[C:11]2[N:12]=[C:13]([CH2:20][O:21]CC)[N:14]([CH2:15][C:16]([CH3:19])([OH:18])[CH3:17])[C:10]=2[C:9]2[N:8]=[CH:7][C:6]([C:24]3[CH:29]=[CH:28][C:27]([F:30])=[C:26]([F:31])[CH:25]=3)=[CH:5][C:4]=2[N:3]=1.B(Br)(Br)Br.CO. The catalyst class is: 4. (4) Reactant: [Cl:1][C:2]1[N:3]=[C:4](Cl)[C:5]2[S:10][CH:9]=[CH:8][C:6]=2[N:7]=1.[CH2:12]([OH:14])[CH3:13].[OH-].[Na+]. Product: [Cl:1][C:2]1[N:3]=[C:4]([O:14][CH2:12][CH3:13])[C:5]2[S:10][CH:9]=[CH:8][C:6]=2[N:7]=1. The catalyst class is: 6. (5) Reactant: [F:1][C:2]1[C:7]([C:8]2[CH:13]=[CH:12][C:11]([C:14]([F:17])([F:16])[F:15])=[CH:10][CH:9]=2)=[CH:6][C:5]([CH2:18][NH2:19])=[CH:4][CH:3]=1.[F:20][C:21]1[CH:26]=[CH:25][C:24]([S:27]([N:30]([CH2:32][C:33](O)=[O:34])[CH3:31])(=[O:29])=[O:28])=[CH:23][CH:22]=1.CN(C(ON1N=NC2C=CC=NC1=2)=[N+](C)C)C.F[P-](F)(F)(F)(F)F.C(N(CC)C(C)C)(C)C.OS([O-])(=O)=O.[K+]. Product: [F:20][C:21]1[CH:22]=[CH:23][C:24]([S:27]([N:30]([CH3:31])[CH2:32][C:33]([NH:19][CH2:18][C:5]2[CH:6]=[C:7]([C:8]3[CH:9]=[CH:10][C:11]([C:14]([F:16])([F:17])[F:15])=[CH:12][CH:13]=3)[C:2]([F:1])=[CH:3][CH:4]=2)=[O:34])(=[O:28])=[O:29])=[CH:25][CH:26]=1. The catalyst class is: 2. (6) Reactant: [Br:1][C:2]1[CH:22]=[CH:21][C:5]2[NH:6][C:7]([C@@H:9]3[CH2:13][CH2:12][CH2:11][N:10]3[C:14]([O:16][C:17]([CH3:20])([CH3:19])[CH3:18])=[O:15])=[N:8][C:4]=2[CH:3]=1.[H-].[Na+].[CH3:25][Si:26]([CH2:29][CH2:30][O:31][CH2:32]Cl)([CH3:28])[CH3:27]. Product: [Br:1][C:2]1[CH:22]=[CH:21][C:5]2[N:6]=[C:7]([C@@H:9]3[CH2:13][CH2:12][CH2:11][N:10]3[C:14]([O:16][C:17]([CH3:19])([CH3:18])[CH3:20])=[O:15])[N:8]([CH2:32][O:31][CH2:30][CH2:29][Si:26]([CH3:28])([CH3:27])[CH3:25])[C:4]=2[CH:3]=1. The catalyst class is: 1.